This data is from Tyrosyl-DNA phosphodiesterase HTS with 341,365 compounds. The task is: Binary Classification. Given a drug SMILES string, predict its activity (active/inactive) in a high-throughput screening assay against a specified biological target. (1) The drug is Clc1cc(NC(=S)NNC(=O)c2sccc2)c(OC)cc1. The result is 0 (inactive). (2) The compound is O(C(=O)N1CCC(NC(=O)c2nc[nH]c2C(=O)N(Cc2ccccc2)C)CC1)C(C)(C)C. The result is 0 (inactive). (3) The compound is O1CCN(CC1)C(=O)c1c(NCc2ccccc2)nccc1. The result is 0 (inactive). (4) The result is 0 (inactive). The compound is S(=O)(=O)(N)c1cc(n2c(=O)c3c4c(c(cc3)C(=O)c3ccccc3)cccc4c2=O)c(O)cc1.